Task: Predict which catalyst facilitates the given reaction.. Dataset: Catalyst prediction with 721,799 reactions and 888 catalyst types from USPTO (1) Reactant: [CH3:1][C:2]1[N:7]=[C:6]([C:8]([OH:10])=O)[CH:5]=[CH:4][CH:3]=1.C1N=CN(C(N2C=NC=C2)=O)C=1.Cl.[NH2:24][CH2:25][C:26]1[CH:34]=[CH:33][CH:32]=[C:31]2[C:27]=1[C:28](=[O:44])[N:29]([CH:36]1[CH2:41][CH2:40][C:39](=[O:42])[NH:38][C:37]1=[O:43])[C:30]2=[O:35].C(N(CC)CC)C. Product: [O:43]=[C:37]1[CH:36]([N:29]2[C:28](=[O:44])[C:27]3[C:31](=[CH:32][CH:33]=[CH:34][C:26]=3[CH2:25][NH:24][C:8]([C:6]3[CH:5]=[CH:4][CH:3]=[C:2]([CH3:1])[N:7]=3)=[O:10])[C:30]2=[O:35])[CH2:41][CH2:40][C:39](=[O:42])[NH:38]1. The catalyst class is: 3. (2) The catalyst class is: 9. Product: [Cl:52][CH2:53][CH2:54][O:26][C:23]1[CH:24]=[CH:25][C:20]([CH2:19][N:9]2[C:8](=[O:29])[C:7]([C:5]([NH:37][C:36]3[CH:38]=[CH:39][C:33]([C:32]([F:31])([F:50])[F:51])=[CH:34][C:35]=3[C:40]3[CH:45]=[C:44]([C:46]([F:49])([F:48])[F:47])[N:43]=[CH:42][N:41]=3)=[O:4])=[C:16]([OH:17])[C:11]3([CH2:15][CH2:14][CH2:13][CH2:12]3)[N:10]2[CH3:18])=[C:21]([F:28])[C:22]=1[F:27]. Reactant: CC(C)C[O:4][C:5]([C:7]1[C:8](=[O:29])[N:9]([CH2:19][C:20]2[CH:25]=[CH:24][C:23]([OH:26])=[C:22]([F:27])[C:21]=2[F:28])[N:10]([CH3:18])[C:11]2([C:16]=1[OH:17])[CH2:15][CH2:14][CH2:13][CH2:12]2)=O.[F:31][C:32]([F:51])([F:50])[C:33]1[CH:39]=[CH:38][C:36]([NH2:37])=[C:35]([C:40]2[CH:45]=[C:44]([C:46]([F:49])([F:48])[F:47])[N:43]=[CH:42][N:41]=2)[CH:34]=1.[Cl:52][CH2:53][CH2:54]Cl.C(=O)([O-])[O-].[K+].[K+]. (3) Reactant: [Cl:1][C:2]1[CH:7]=[CH:6][C:5]([C:8]2[N:9]([CH:14]3[CH2:16][CH2:15]3)[C:10](=[O:13])[NH:11][N:12]=2)=[CH:4][CH:3]=1.C(=O)([O-])[O-].[Cs+].[Cs+].[CH3:23][O:24][C:25]([C:27]1[CH:32]=[CH:31][C:30]([CH2:33]Br)=[C:29]([O:35][CH3:36])[CH:28]=1)=[O:26]. Product: [Cl:1][C:2]1[CH:3]=[CH:4][C:5]([C:8]2[N:9]([CH:14]3[CH2:16][CH2:15]3)[C:10](=[O:13])[N:11]([CH2:33][C:30]3[CH:31]=[CH:32][C:27]([C:25]([O:24][CH3:23])=[O:26])=[CH:28][C:29]=3[O:35][CH3:36])[N:12]=2)=[CH:6][CH:7]=1. The catalyst class is: 95.